This data is from Forward reaction prediction with 1.9M reactions from USPTO patents (1976-2016). The task is: Predict the product of the given reaction. (1) Given the reactants [CH2:1]1[C:6]2[CH:7]=[CH:8][C:9]([C:11]([OH:13])=O)=[CH:10][C:5]=2[C:3](=[O:4])[CH2:2]1.C(N1C=CN=C1)(N1C=CN=C1)=O.[CH3:26][O:27][CH2:28][CH2:29][NH2:30], predict the reaction product. The product is: [CH3:26][O:27][CH2:28][CH2:29][NH:30][C:11]([C:9]1[CH:10]=[C:5]2[C:6](=[CH:7][CH:8]=1)[CH2:1][CH2:2][C:3]2=[O:4])=[O:13]. (2) Given the reactants [C:1]([O:4][C@@H:5]1[C@@H:10]([O:11][C:12](=[O:14])[CH3:13])[C@H:9]([O:15][C:16](=[O:18])[CH3:17])[C@@H:8]([CH2:19][O:20][C:21](=[O:23])[CH3:22])[O:7][C@H:6]1[O:24][C:25]1[C:29]([CH2:30][C:31]2[CH:36]=[CH:35][C:34](/[CH:37]=[CH:38]/[C:39](O)=[O:40])=[CH:33][CH:32]=2)=[C:28]([CH:42]([CH3:44])[CH3:43])[NH:27][N:26]=1)(=[O:3])[CH3:2].Cl.C(N=C=NCCCN(C)C)C.ON1C2C=CC=CC=2N=N1.[NH2:67][C:68]([CH3:73])([CH3:72])[C:69]([OH:71])=[O:70], predict the reaction product. The product is: [C:1]([O:4][C@@H:5]1[C@@H:10]([O:11][C:12](=[O:14])[CH3:13])[C@H:9]([O:15][C:16](=[O:18])[CH3:17])[C@@H:8]([CH2:19][O:20][C:21](=[O:23])[CH3:22])[O:7][C@H:6]1[O:24][C:25]1[C:29]([CH2:30][C:31]2[CH:32]=[CH:33][C:34](/[CH:37]=[CH:38]/[C:39](=[O:40])[NH:67][C:68]([C:69]([OH:71])=[O:70])([CH3:73])[CH3:72])=[CH:35][CH:36]=2)=[C:28]([CH:42]([CH3:44])[CH3:43])[NH:27][N:26]=1)(=[O:3])[CH3:2]. (3) Given the reactants [C:1]([O:5][C:6]([N:8]1[CH2:13][CH2:12][CH2:11][CH:10]([C:14]([O:16]C/C=C\C)=[O:15])[CH2:9]1)=[O:7])([CH3:4])([CH3:3])[CH3:2].C[Si](C)(C)[N-][Si](C)(C)C.[Li+].C[Si](Cl)(C)C.[OH-].[Na+], predict the reaction product. The product is: [C:1]([O:5][C:6]([N:8]1[CH2:13][CH2:12][CH2:11][C:10]([CH:11]([CH3:12])[CH:10]=[CH2:9])([C:14]([OH:16])=[O:15])[CH2:9]1)=[O:7])([CH3:2])([CH3:3])[CH3:4].